This data is from Full USPTO retrosynthesis dataset with 1.9M reactions from patents (1976-2016). The task is: Predict the reactants needed to synthesize the given product. Given the product [C:13]1([C:28]2[CH:29]=[CH:30][CH:31]=[CH:32][CH:33]=2)[CH:14]=[CH:15][C:16]([O:19][CH2:20][CH2:21][CH2:22][CH2:23][CH2:24][CH2:25][CH2:26][N:27]=[C:2]=[O:4])=[CH:17][CH:18]=1, predict the reactants needed to synthesize it. The reactants are: Cl[C:2](Cl)([O:4]C(=O)OC(Cl)(Cl)Cl)Cl.[C:13]1([C:28]2[CH:33]=[CH:32][CH:31]=[CH:30][CH:29]=2)[CH:18]=[CH:17][C:16]([O:19][CH2:20][CH2:21][CH2:22][CH2:23][CH2:24][CH2:25][CH2:26][NH2:27])=[CH:15][CH:14]=1.CCN(C(C)C)C(C)C.